This data is from Full USPTO retrosynthesis dataset with 1.9M reactions from patents (1976-2016). The task is: Predict the reactants needed to synthesize the given product. (1) Given the product [Cl:35][C:18]1[C:19]([NH:21][C:22]2[C:33]([F:34])=[CH:32][CH:31]=[CH:30][C:23]=2[C:24]([NH:26][CH2:27][C:28]#[CH:29])=[O:25])=[N:20][C:15]([NH:1][C:2]2[CH:3]=[CH:4][C:5]3[CH2:11][CH2:10][CH2:9][C:8](=[O:12])[NH:7][C:6]=3[CH:13]=2)=[N:16][CH:17]=1, predict the reactants needed to synthesize it. The reactants are: [NH2:1][C:2]1[CH:3]=[CH:4][C:5]2[CH2:11][CH2:10][CH2:9][C:8](=[O:12])[NH:7][C:6]=2[CH:13]=1.Cl[C:15]1[N:20]=[C:19]([NH:21][C:22]2[C:33]([F:34])=[CH:32][CH:31]=[CH:30][C:23]=2[C:24]([NH:26][CH2:27][C:28]#[CH:29])=[O:25])[C:18]([Cl:35])=[CH:17][N:16]=1. (2) Given the product [CH2:26]([O:33][C:34]1[CH:39]=[CH:38][C:37]([NH:40][C:41]([C:20]2[CH:19]=[C:18]([CH3:17])[NH:22][N:21]=2)=[O:42])=[CH:36][CH:35]=1)[C:27]1[CH:28]=[CH:29][CH:30]=[CH:31][CH:32]=1, predict the reactants needed to synthesize it. The reactants are: Cl.C(OC1C=CC(N)=CC=1)C1C=CC=CC=1.[CH3:17][C:18]1[CH:19]=[CH:20][N:21](C(O)=O)[N:22]=1.[CH2:26]([O:33][C:34]1[CH:39]=[CH:38][C:37]([NH:40][C:41](C2C=CC=CN=2)=[O:42])=[CH:36][CH:35]=1)[C:27]1[CH:32]=[CH:31][CH:30]=[CH:29][CH:28]=1. (3) Given the product [CH:10]1([C:2]2[CH:7]=[CH:6][N:5]=[C:4]([C:8]#[N:9])[CH:3]=2)[CH2:12][CH2:11]1, predict the reactants needed to synthesize it. The reactants are: Br[C:2]1[CH:7]=[CH:6][N:5]=[C:4]([C:8]#[N:9])[CH:3]=1.[CH:10]1(B(O)O)[CH2:12][CH2:11]1.[O-]P([O-])([O-])=O.[K+].[K+].[K+]. (4) Given the product [CH2:1]([O:3][C:4]1[CH:5]=[CH:6][C:7]([F:13])=[C:8]([C:28]2[C:29]([C:30]#[N:31])=[CH:32][CH:33]=[CH:34][CH:35]=2)[CH:9]=1)[CH3:2], predict the reactants needed to synthesize it. The reactants are: [CH2:1]([O:3][C:4]1[CH:5]=[CH:6][C:7]([F:13])=[C:8](B(O)O)[CH:9]=1)[CH3:2].P([O-])([O-])([O-])=O.[K+].[K+].[K+].CN(C)C=O.Cl[C:28]1[CH:35]=[CH:34][CH:33]=[CH:32][C:29]=1[C:30]#[N:31]. (5) Given the product [CH:19]([C:14]1[CH:15]=[CH:16][CH:17]=[C:18]2[C:13]=1[N:12]=[C:11]([C:22]([O:24][CH3:25])=[O:23])[CH:10]=[C:9]2[CH3:29])([CH3:21])[CH3:20], predict the reactants needed to synthesize it. The reactants are: C[Li].FC(F)(F)S(O[C:9]1[C:18]2[C:13](=[C:14]([CH:19]([CH3:21])[CH3:20])[CH:15]=[CH:16][CH:17]=2)[N:12]=[C:11]([C:22]([O:24][CH3:25])=[O:23])[CH:10]=1)(=O)=O.Cl.[C:29](OCC)(=O)C.CCCCCC. (6) Given the product [ClH:23].[CH2:1]([CH:4]([C:18]1[S:19][CH:20]=[CH:21][CH:22]=1)[CH2:5][NH:6][C@H:7]1[CH2:16][CH2:15][C:14]2[C:13]([OH:17])=[CH:12][CH:11]=[CH:10][C:9]=2[CH2:8]1)[CH2:2][CH3:3], predict the reactants needed to synthesize it. The reactants are: [CH2:1]([CH:4]([C:18]1[S:19][CH:20]=[CH:21][CH:22]=1)[CH2:5][NH:6][C@H:7]1[CH2:16][CH2:15][C:14]2[C:13]([OH:17])=[CH:12][CH:11]=[CH:10][C:9]=2[CH2:8]1)[CH2:2][CH3:3].[ClH:23]. (7) The reactants are: [CH3:1][O:2][CH2:3][CH2:4][CH2:5][CH2:6][C:7](=O)[CH2:8][C:9]([O:11]C)=[O:10].[N:14]([C:17]1[CH:22]=[CH:21][CH:20]=[CH:19][C:18]=1[Cl:23])=[N+:15]=[N-:16].CO.C[O-].[Na+].[OH-].[Na+]. Given the product [Cl:23][C:18]1[CH:19]=[CH:20][CH:21]=[CH:22][C:17]=1[N:14]1[C:7]([CH2:6][CH2:5][CH2:4][CH2:3][O:2][CH3:1])=[C:8]([C:9]([OH:11])=[O:10])[N:16]=[N:15]1, predict the reactants needed to synthesize it.